Dataset: Forward reaction prediction with 1.9M reactions from USPTO patents (1976-2016). Task: Predict the product of the given reaction. (1) The product is: [CH:9]1([C:12]2[CH:17]=[CH:16][N:15]=[C:14]([NH:18][C:19]3[N:20]=[C:21]([C:26]4[S:30][C:29]([C:36]5([OH:38])[CH2:35][CH2:34][CH:33]([C:39]([O:41][CH3:42])=[O:40])[C:32]([CH3:31])([CH3:43])[CH2:37]5)=[N:28][CH:27]=4)[CH:22]=[C:23]([CH3:25])[CH:24]=3)[CH:13]=2)[CH2:10][CH2:11]1. Given the reactants [Li+].CC([N-]C(C)C)C.[CH:9]1([C:12]2[CH:17]=[CH:16][N:15]=[C:14]([NH:18][C:19]3[CH:24]=[C:23]([CH3:25])[CH:22]=[C:21]([C:26]4[S:30][CH:29]=[N:28][CH:27]=4)[N:20]=3)[CH:13]=2)[CH2:11][CH2:10]1.[CH3:31][C:32]1([CH3:43])[CH2:37][C:36](=[O:38])[CH2:35][CH2:34][CH:33]1[C:39]([O:41][CH3:42])=[O:40], predict the reaction product. (2) Given the reactants [Br:1][C:2]1[CH:3]=[C:4]([C:8]2[N:9]=[C:10]3[C:15]([CH3:16])=[C:14]([CH3:17])[C:13]([C:18](=[O:23])[C:19]([O:21][CH3:22])=[O:20])=[C:12](Cl)[N:11]3[CH:25]=2)[CH:5]=[CH:6][CH:7]=1.[CH2:26]([O:29][C:30]1([CH3:59])[CH2:35][CH2:34][N:33](C2N3C=C(C4C=CC=C(Br)C=4)N=C3C=C(C)C=2C(=O)C(OC)=O)[CH2:32][CH2:31]1)[CH:27]=[CH2:28], predict the reaction product. The product is: [CH2:26]([O:29][C:30]1([CH3:59])[CH2:31][CH2:32][N:33]([C:12]2[N:11]3[CH:25]=[C:8]([C:4]4[CH:5]=[CH:6][CH:7]=[C:2]([Br:1])[CH:3]=4)[N:9]=[C:10]3[C:15]([CH3:16])=[C:14]([CH3:17])[C:13]=2[C:18](=[O:23])[C:19]([O:21][CH3:22])=[O:20])[CH2:34][CH2:35]1)[CH:27]=[CH2:28]. (3) Given the reactants [Cl:1][C:2]1[CH:7]=[CH:6][C:5]([CH:8]([C:11]([CH:13]2[CH2:15][CH2:14]2)=O)[C:9]#[N:10])=[CH:4][CH:3]=1.O.[NH2:17][NH2:18].C(O)(=O)C, predict the reaction product. The product is: [Cl:1][C:2]1[CH:3]=[CH:4][C:5]([C:8]2[C:11]([CH:13]3[CH2:14][CH2:15]3)=[N:17][NH:18][C:9]=2[NH2:10])=[CH:6][CH:7]=1. (4) Given the reactants [F:1][C:2]1([F:29])[CH2:7][CH2:6][CH:5]([CH2:8][NH:9][C:10]([C:12]2[C:13]3[CH:14]=[CH:15][C:16]([C:23]4[CH2:24][CH2:25][NH:26][CH2:27][CH:28]=4)=[N:17][C:18]=3[CH:19]=[CH:20][C:21]=2[Cl:22])=[O:11])[CH2:4][CH2:3]1.[CH3:30][C:31]([CH3:33])=O.C(O)(=O)C.C([BH3-])#N.[Na+], predict the reaction product. The product is: [F:29][C:2]1([F:1])[CH2:7][CH2:6][CH:5]([CH2:8][NH:9][C:10]([C:12]2[C:13]3[CH:14]=[CH:15][C:16]([C:23]4[CH2:24][CH2:25][N:26]([CH:31]([CH3:33])[CH3:30])[CH2:27][CH:28]=4)=[N:17][C:18]=3[CH:19]=[CH:20][C:21]=2[Cl:22])=[O:11])[CH2:4][CH2:3]1.